Dataset: Catalyst prediction with 721,799 reactions and 888 catalyst types from USPTO. Task: Predict which catalyst facilitates the given reaction. Reactant: [F:1][C:2]1[CH:7]=[CH:6][C:5]([C:8]2([CH:12]3[C:21]4[C:16](=[CH:17][CH:18]=[C:19]([O:22][CH2:23][CH2:24][NH:25][S:26]([CH2:29][CH2:30][CH3:31])(=[O:28])=[O:27])[CH:20]=4)[CH2:15][CH2:14][N:13]3[C:32](=O)[C:33]([F:36])([F:35])[F:34])[CH2:11][CH2:10][CH2:9]2)=[CH:4][CH:3]=1.B.[ClH:39]. Product: [ClH:39].[F:1][C:2]1[CH:7]=[CH:6][C:5]([C:8]2([CH:12]3[C:21]4[C:16](=[CH:17][CH:18]=[C:19]([O:22][CH2:23][CH2:24][NH:25][S:26]([CH2:29][CH2:30][CH3:31])(=[O:28])=[O:27])[CH:20]=4)[CH2:15][CH2:14][N:13]3[CH2:32][C:33]([F:35])([F:34])[F:36])[CH2:11][CH2:10][CH2:9]2)=[CH:4][CH:3]=1. The catalyst class is: 7.